Task: Predict the product of the given reaction.. Dataset: Forward reaction prediction with 1.9M reactions from USPTO patents (1976-2016) Given the reactants [Br:1][C:2]1[CH:3]=[C:4]([CH3:31])[CH:5]=[C:6]2[C:11]=1[N:10]=[CH:9][N:8]([N:12]([C:20]1[CH:25]=[C:24]([Cl:26])[CH:23]=[CH:22][C:21]=1[S:27]([CH3:29])=[O:28])[C:13](=[O:19])[O:14][C:15]([CH3:18])([CH3:17])[CH3:16])[C:7]2=[O:30].C(S(C1C=CC(C#N)=CC=1C)(=O)=[O:35])C, predict the reaction product. The product is: [Br:1][C:2]1[CH:3]=[C:4]([CH3:31])[CH:5]=[C:6]2[C:11]=1[N:10]=[CH:9][N:8]([N:12]([C:20]1[CH:25]=[C:24]([Cl:26])[CH:23]=[CH:22][C:21]=1[S:27]([CH3:29])(=[O:35])=[O:28])[C:13](=[O:19])[O:14][C:15]([CH3:18])([CH3:17])[CH3:16])[C:7]2=[O:30].